The task is: Predict which catalyst facilitates the given reaction.. This data is from Catalyst prediction with 721,799 reactions and 888 catalyst types from USPTO. (1) Reactant: [C:1]1([C:7]2[N:8]=[N:9][NH:10][N:11]=2)[CH:6]=[CH:5][CH:4]=[CH:3][CH:2]=1.Br[CH2:13][C:14](=[CH2:18])[C:15](O)=[O:16].C(N(CC)CC)C.[CH:26]([NH:28][NH2:29])=O.C(P1(=O)OP(CCC)(=O)OP(CCC)(=O)O1)CC. Product: [C:1]1([C:7]2[N:8]=[N:9][N:10]([CH2:13][C:14]([C:15]3[O:16][CH:26]=[N:28][N:29]=3)=[CH2:18])[N:11]=2)[CH:2]=[CH:3][CH:4]=[CH:5][CH:6]=1. The catalyst class is: 18. (2) Reactant: Cl.Cl.[NH2:3][CH:4]([C:16]1[CH:21]=[CH:20][CH:19]=[CH:18][CH:17]=1)[C:5]([O:7][C@@H:8]1[CH:13]2[CH2:14][CH2:15][N:10]([CH2:11][CH2:12]2)[CH2:9]1)=[O:6].C(N(CC)CC)C.[C:29](Cl)(=[O:31])[CH3:30]. Product: [C:29]([NH:3][CH:4]([C:16]1[CH:21]=[CH:20][CH:19]=[CH:18][CH:17]=1)[C:5]([O:7][C@@H:8]1[CH:13]2[CH2:12][CH2:11][N:10]([CH2:15][CH2:14]2)[CH2:9]1)=[O:6])(=[O:31])[CH3:30]. The catalyst class is: 2. (3) Reactant: [CH3:1][C:2]1[CH:3]=[CH:4][C:5]2[O:9][C:8](=[O:10])[NH:7][C:6]=2[CH:11]=1.C([O-])([O-])=O.[K+].[K+].[CH2:18]([O:25][C:26](=[O:29])[CH2:27]Br)[C:19]1[CH:24]=[CH:23][CH:22]=[CH:21][CH:20]=1. Product: [CH2:18]([O:25][C:26](=[O:29])[CH2:27][N:7]1[C:6]2[CH:11]=[C:2]([CH3:1])[CH:3]=[CH:4][C:5]=2[O:9][C:8]1=[O:10])[C:19]1[CH:24]=[CH:23][CH:22]=[CH:21][CH:20]=1. The catalyst class is: 39. (4) Reactant: [F:1][CH:2]([F:17])[C:3]1[S:4][CH:5]=[C:6]([C:8]2[C:12]3[CH2:13][NH:14][CH2:15][CH2:16][C:11]=3[NH:10][N:9]=2)[N:7]=1.[Cl:18][C:19]1[CH:20]=[C:21]([NH:25][C:26](=O)[O:27]C2C=CC=CC=2)[CH:22]=[CH:23][CH:24]=1. Product: [Cl:18][C:19]1[CH:20]=[C:21]([NH:25][C:26]([N:14]2[CH2:15][CH2:16][C:11]3[NH:10][N:9]=[C:8]([C:6]4[N:7]=[C:3]([CH:2]([F:1])[F:17])[S:4][CH:5]=4)[C:12]=3[CH2:13]2)=[O:27])[CH:22]=[CH:23][CH:24]=1. The catalyst class is: 2. (5) Reactant: [OH:1][C:2]1[CH:3]=[C:4]([CH:9]=[CH:10][CH:11]=1)[C:5]([O:7][CH3:8])=[O:6].[Cl:12][C:13]1[CH:18]=[C:17]([N+:19]([O-:21])=[O:20])[CH:16]=[CH:15][C:14]=1F.C(=O)([O-])[O-].[K+].[K+]. Product: [Cl:12][C:13]1[CH:18]=[C:17]([N+:19]([O-:21])=[O:20])[CH:16]=[CH:15][C:14]=1[O:1][C:2]1[CH:3]=[C:4]([CH:9]=[CH:10][CH:11]=1)[C:5]([O:7][CH3:8])=[O:6]. The catalyst class is: 9.